Dataset: Forward reaction prediction with 1.9M reactions from USPTO patents (1976-2016). Task: Predict the product of the given reaction. (1) Given the reactants [C:1]([O:5][C:6]([N:8]1[CH2:13][CH2:12][CH:11]([O:14][C:15]2[N:16]=[N:17][C:18]([CH2:35][CH2:36][CH2:37][CH3:38])=[C:19]([C:21]3[CH:26]=[CH:25][C:24]([O:27][CH:28]4[CH2:33][CH2:32][CH2:31][CH2:30][CH2:29]4)=[C:23](Br)[CH:22]=3)[CH:20]=2)[CH2:10][CH2:9]1)=[O:7])([CH3:4])([CH3:3])[CH3:2].C([Sn](CCCC)(CCCC)[C:44]1[O:45][CH:46]=[CH:47][N:48]=1)CCC.[F-].[K+], predict the reaction product. The product is: [C:1]([O:5][C:6]([N:8]1[CH2:13][CH2:12][CH:11]([O:14][C:15]2[N:16]=[N:17][C:18]([CH2:35][CH2:36][CH2:37][CH3:38])=[C:19]([C:21]3[CH:26]=[CH:25][C:24]([O:27][CH:28]4[CH2:33][CH2:32][CH2:31][CH2:30][CH2:29]4)=[C:23]([C:44]4[O:45][CH:46]=[CH:47][N:48]=4)[CH:22]=3)[CH:20]=2)[CH2:10][CH2:9]1)=[O:7])([CH3:4])([CH3:3])[CH3:2]. (2) The product is: [NH2:17][C:11]1[N:10]=[C:9]([NH2:18])[C:8]2[C:13](=[CH:14][CH:15]=[CH:16][C:7]=2[N:1]2[CH2:6][CH2:5][N:4]([C:29]([C:20]3[CH:21]=[CH:22][C:23]4[C:28](=[CH:27][CH:26]=[CH:25][CH:24]=4)[CH:19]=3)=[O:30])[CH2:3][CH2:2]2)[N:12]=1. Given the reactants [N:1]1([C:7]2[CH:16]=[CH:15][CH:14]=[C:13]3[C:8]=2[C:9]([NH2:18])=[N:10][C:11]([NH2:17])=[N:12]3)[CH2:6][CH2:5][NH:4][CH2:3][CH2:2]1.[CH:19]1[C:28]2[C:23](=[CH:24][CH:25]=[CH:26][CH:27]=2)[CH:22]=[CH:21][C:20]=1[C:29](Cl)=[O:30], predict the reaction product. (3) Given the reactants [NH2:1][C:2]1[CH:3]=[CH:4][C:5]([F:20])=[C:6]([C@:8]2([CH3:19])[C:13]([F:15])([F:14])[C:12]([CH3:17])([CH3:16])[O:11][C:10]([NH2:18])=[N:9]2)[CH:7]=1.[Cl:21][C:22]1[C:23]([C:29](O)=[O:30])=[N:24][CH:25]=[C:26]([Cl:28])[CH:27]=1, predict the reaction product. The product is: [NH2:18][C:10]1[O:11][C:12]([CH3:16])([CH3:17])[C:13]([F:14])([F:15])[C@:8]([C:6]2[CH:7]=[C:2]([NH:1][C:29]([C:23]3[C:22]([Cl:21])=[CH:27][C:26]([Cl:28])=[CH:25][N:24]=3)=[O:30])[CH:3]=[CH:4][C:5]=2[F:20])([CH3:19])[N:9]=1. (4) Given the reactants [C:1]([O:5][C:6]([NH:8][C@H:9]1[CH2:14][N:13]([C:15]2[CH:20]=[C:19]([CH3:21])[CH:18]=[C:17]([NH:22][C:23]3[NH:27][N:26]=[CH:25][CH:24]=3)[N:16]=2)[CH2:12][C@@H:11]([C:28]([O:30]C)=[O:29])[CH2:10]1)=[O:7])([CH3:4])([CH3:3])[CH3:2].[OH-].[Na+].[NH4+].[Cl-], predict the reaction product. The product is: [C:1]([O:5][C:6]([NH:8][C@H:9]1[CH2:14][N:13]([C:15]2[CH:20]=[C:19]([CH3:21])[CH:18]=[C:17]([NH:22][C:23]3[NH:27][N:26]=[CH:25][CH:24]=3)[N:16]=2)[CH2:12][C@@H:11]([C:28]([OH:30])=[O:29])[CH2:10]1)=[O:7])([CH3:4])([CH3:2])[CH3:3]. (5) The product is: [S:11]([C:15]1[CH:16]=[CH:17][C:18]([NH:21][N:22]=[CH:6][C:5]2[CH:8]=[CH:9][C:2]([F:1])=[CH:3][CH:4]=2)=[CH:19][CH:20]=1)(=[O:14])(=[O:13])[NH2:12]. Given the reactants [F:1][C:2]1[CH:9]=[CH:8][C:5]([CH:6]=O)=[CH:4][CH:3]=1.Cl.[S:11]([C:15]1[CH:20]=[CH:19][C:18]([NH:21][NH2:22])=[CH:17][CH:16]=1)(=[O:14])(=[O:13])[NH2:12], predict the reaction product. (6) The product is: [CH3:32][O:31][C:28]1[N:27]=[CH:26][C:25]([CH2:20][CH2:21][C:22]([OH:24])=[O:23])=[CH:30][CH:29]=1. Given the reactants NC1N=C(CCCCC(N([C@H:20]([C:25]2[CH:26]=[N:27][C:28]([O:31][CH3:32])=[CH:29][CH:30]=2)[CH2:21][C:22]([OH:24])=[O:23])C)=O)C2C(C=1)=CC=CC=2, predict the reaction product. (7) Given the reactants COC1C=CC(C[S:8][C:9]2[C:14](=[O:15])[N:13]3[C:16]4([CH2:24][CH2:23][CH2:22][CH2:21][CH2:20]4)[NH:17][C:18](=[O:19])[C:12]3=[C:11]([CH3:25])[CH:10]=2)=CC=1.CS(O)(=O)=O.O, predict the reaction product. The product is: [SH:8][C:9]1[C:14](=[O:15])[N:13]2[C:16]3([CH2:24][CH2:23][CH2:22][CH2:21][CH2:20]3)[NH:17][C:18](=[O:19])[C:12]2=[C:11]([CH3:25])[CH:10]=1. (8) Given the reactants [C:1]([C:3]1[CH:4]=[C:5]([C:11]2[O:15][N:14]=[C:13]([C:16]3[CH:33]=[CH:32][C:19]4[CH2:20][CH2:21][N:22](C(OC(C)(C)C)=O)[CH2:23][CH2:24][C:18]=4[CH:17]=3)[N:12]=2)[CH:6]=[CH:7][C:8]=1[O:9][CH3:10])#[N:2].O1CCOCC1.[ClH:40], predict the reaction product. The product is: [ClH:40].[CH3:10][O:9][C:8]1[CH:7]=[CH:6][C:5]([C:11]2[O:15][N:14]=[C:13]([C:16]3[CH:33]=[CH:32][C:19]4[CH2:20][CH2:21][NH:22][CH2:23][CH2:24][C:18]=4[CH:17]=3)[N:12]=2)=[CH:4][C:3]=1[C:1]#[N:2].